From a dataset of Full USPTO retrosynthesis dataset with 1.9M reactions from patents (1976-2016). Predict the reactants needed to synthesize the given product. Given the product [Cl:2][C:3]1[CH:8]=[CH:7][C:6]([C@@H:9]([C:21]2[CH:22]=[CH:23][C:24]([CH:27]3[CH2:28][CH2:29][NH:30][CH2:31][CH2:32]3)=[CH:25][CH:26]=2)[CH2:10]/[C:11](/[C:12]2[CH:17]=[CH:16][N:15]=[C:14]([CH3:18])[CH:13]=2)=[N:19]\[OH:20])=[C:5]([CH3:40])[CH:4]=1, predict the reactants needed to synthesize it. The reactants are: Cl.[Cl:2][C:3]1[CH:8]=[CH:7][C:6]([C@@H:9]([C:21]2[CH:26]=[CH:25][C:24]([CH:27]3[CH2:32][CH2:31][N:30](C(OC(C)(C)C)=O)[CH2:29][CH2:28]3)=[CH:23][CH:22]=2)[CH2:10]/[C:11](=[N:19]\[OH:20])/[C:12]2[CH:17]=[CH:16][N:15]=[C:14]([CH3:18])[CH:13]=2)=[C:5]([CH3:40])[CH:4]=1.